This data is from Reaction yield outcomes from USPTO patents with 853,638 reactions. The task is: Predict the reaction yield, written as a fraction of the theoretical maximum amount of product (1.0 means a 100% yield; for example, 0.34 means a 34% yield). The reactants are [CH2:1]([NH:3][CH2:4][C@H:5]([C:9]1[CH:14]=[CH:13][C:12]([F:15])=[CH:11][CH:10]=1)[CH2:6][CH:7]=[CH2:8])[CH3:2].CCN(C(C)C)C(C)C.[C:25]([C:27]1[CH:28]=[C:29]([C:37](Cl)=[O:38])[C:30]2[CH2:31][CH2:32][CH2:33][CH2:34][C:35]=2[CH:36]=1)#[N:26]. The catalyst is C(Cl)Cl. The product is [C:25]([C:27]1[CH:28]=[C:29]([C:37]([N:3]([CH2:1][CH3:2])[CH2:4][C@H:5]([C:9]2[CH:10]=[CH:11][C:12]([F:15])=[CH:13][CH:14]=2)[CH2:6][CH:7]=[CH2:8])=[O:38])[C:30]2[CH2:31][CH2:32][CH2:33][CH2:34][C:35]=2[CH:36]=1)#[N:26]. The yield is 0.530.